This data is from Retrosynthesis with 50K atom-mapped reactions and 10 reaction types from USPTO. The task is: Predict the reactants needed to synthesize the given product. (1) Given the product CNC(=O)NC(=O)c1ccc(CN(C(=O)OCc2ccccc2)N(C)C(=O)OCc2ccccc2)cc1, predict the reactants needed to synthesize it. The reactants are: CN(C(=O)OCc1ccccc1)N(Cc1ccc(C(=O)Cl)cc1)C(=O)OCc1ccccc1.CNC(N)=O. (2) Given the product NC(=O)CCC(N)C(O)CF, predict the reactants needed to synthesize it. The reactants are: NC(=O)CCC(C(O)CF)[N+](=O)[O-]. (3) Given the product C[C@H]1COCCN1c1cc(CO)nc(Cl)n1, predict the reactants needed to synthesize it. The reactants are: COC(=O)c1cc(N2CCOC[C@@H]2C)nc(Cl)n1. (4) Given the product O=C(NC12CC3CC(CC(C3)C1)C2)[C@H]1CCCN(c2ccccc2)C1, predict the reactants needed to synthesize it. The reactants are: NC12CC3CC(CC(C3)C1)C2.O=C(O)[C@H]1CCCN(c2ccccc2)C1. (5) Given the product O=C(NCc1ccccc1)c1ccc2[nH]c3c(c2c1)CCCC3=O, predict the reactants needed to synthesize it. The reactants are: NCc1ccccc1.O=C(O)c1ccc2[nH]c3c(c2c1)CCCC3=O. (6) Given the product COc1ccc(CN2C[C@@H]([C@@H](C)O[Si](C)(C)C(C)(C)C)C2=O)cc1, predict the reactants needed to synthesize it. The reactants are: CCOC(=O)[C@@H](CNCc1ccc(OC)cc1)[C@@H](C)O[Si](C)(C)C(C)(C)C. (7) The reactants are: CC(C)(C)OC(=O)OC(=O)OC(C)(C)C.Cc1noc2c1-c1ccc(Cl)cc1C(=O)N[C@H]2CC(=O)OC(C)(C)C. Given the product Cc1noc2c1-c1ccc(Cl)cc1C(=O)N(C(=O)OC(C)(C)C)[C@H]2CC(=O)OC(C)(C)C, predict the reactants needed to synthesize it. (8) Given the product Clc1nc(NCc2ccc(Cl)c(Cl)c2)c2c3c(sc2n1)CCCC3, predict the reactants needed to synthesize it. The reactants are: Clc1nc(Cl)c2c3c(sc2n1)CCCC3.NCc1ccc(Cl)c(Cl)c1. (9) Given the product O=C(Nc1cccc(C(F)(F)F)n1)c1ccc2ncc(-c3cccc(Cl)c3)n2n1, predict the reactants needed to synthesize it. The reactants are: Nc1cccc(C(F)(F)F)n1.O=C(O)c1ccc2ncc(-c3cccc(Cl)c3)n2n1. (10) Given the product CCCCCCCCCCCCc1ccc(-c2nc(C3(C(N)=O)CC3)no2)cc1, predict the reactants needed to synthesize it. The reactants are: CCCCCCCCCCCCc1ccc(-c2nc(C3(C(=O)O)CC3)no2)cc1.CCN(CC)CC.